The task is: Predict the reaction yield, written as a fraction of the theoretical maximum amount of product (1.0 means a 100% yield; for example, 0.34 means a 34% yield).. This data is from Reaction yield outcomes from USPTO patents with 853,638 reactions. (1) The reactants are [CH:1]([C:4]1[CH:9]=[CH:8][C:7]([C@@H:10]2[C:14]3[C:15]([CH3:30])=[C:16]([NH:22][C:23](=[O:29])[CH2:24][C:25]([CH3:28])([CH3:27])[CH3:26])[C:17]([CH3:21])=[C:18]([O:19]C)[C:13]=3[O:12][CH2:11]2)=[CH:6][CH:5]=1)([CH3:3])[CH3:2].B(Br)(Br)Br.C(=O)([O-])O.[Na+]. The catalyst is ClCCl. The product is [OH:19][C:18]1[C:13]2[O:12][CH2:11][C@H:10]([C:7]3[CH:6]=[CH:5][C:4]([CH:1]([CH3:2])[CH3:3])=[CH:9][CH:8]=3)[C:14]=2[C:15]([CH3:30])=[C:16]([NH:22][C:23](=[O:29])[CH2:24][C:25]([CH3:28])([CH3:27])[CH3:26])[C:17]=1[CH3:21]. The yield is 0.780. (2) The reactants are C(OC([N:8]1[C:16]2[C:11](=[CH:12][CH:13]=[CH:14][CH:15]=2)[C:10]([CH:17]([CH3:20])[C:18]#[N:19])=[CH:9]1)=O)(C)(C)C.C(O)(C(F)(F)F)=O. The catalyst is C(Cl)Cl. The product is [NH:8]1[C:16]2[C:11](=[CH:12][CH:13]=[CH:14][CH:15]=2)[C:10]([CH:17]([CH3:20])[C:18]#[N:19])=[CH:9]1. The yield is 0.990. (3) The reactants are [CH3:1][C:2]1[N:7]=[CH:6][C:5]2[C:8]([C:11]([O:13][CH3:14])=[O:12])=[N:9][NH:10][C:4]=2[CH:3]=1.[Br:15][C:16]1[CH:17]=[C:18](B(O)O)[CH:19]=[CH:20][CH:21]=1. No catalyst specified. The product is [Br:15][C:16]1[CH:21]=[C:20]([N:10]2[C:4]3[CH:3]=[C:2]([CH3:1])[N:7]=[CH:6][C:5]=3[C:8]([C:11]([O:13][CH3:14])=[O:12])=[N:9]2)[CH:19]=[CH:18][CH:17]=1. The yield is 0.410. (4) The reactants are Br[C:2]1[CH:3]=[N:4][N:5]([C:7]([CH3:10])([CH3:9])[CH3:8])[CH:6]=1.[B:11]1([B:11]2[O:15][C:14]([CH3:17])([CH3:16])[C:13]([CH3:19])([CH3:18])[O:12]2)[O:15][C:14]([CH3:17])([CH3:16])[C:13]([CH3:19])([CH3:18])[O:12]1.CC([O-])=O.[K+]. The catalyst is O1CCOCC1.C1C=CC(P(C2C=CC=CC=2)[C-]2C=CC=C2)=CC=1.C1C=CC(P(C2C=CC=CC=2)[C-]2C=CC=C2)=CC=1.Cl[Pd]Cl.[Fe+2]. The product is [C:7]([N:5]1[CH:6]=[C:2]([B:11]2[O:15][C:14]([CH3:17])([CH3:16])[C:13]([CH3:19])([CH3:18])[O:12]2)[CH:3]=[N:4]1)([CH3:10])([CH3:9])[CH3:8]. The yield is 0.250. (5) The reactants are [OH:1][C:2]1[C:11]2[C:6](=[CH:7][CH:8]=[CH:9][CH:10]=2)[CH:5]=[CH:4][C:3]=1[C:12]([OH:14])=O.[F:15][C:16]([F:29])([F:28])[C:17]1[CH:18]=[C:19]([CH:21]=[C:22]([C:24]([F:27])([F:26])[F:25])[CH:23]=1)[NH2:20]. No catalyst specified. The product is [F:15][C:16]([F:28])([F:29])[C:17]1[CH:18]=[C:19]([NH:20][C:12]([C:3]2[CH:4]=[CH:5][C:6]3[C:11](=[CH:10][CH:9]=[CH:8][CH:7]=3)[C:2]=2[OH:1])=[O:14])[CH:21]=[C:22]([C:24]([F:25])([F:27])[F:26])[CH:23]=1. The yield is 0.655. (6) The reactants are [OH:1][C:2]1[CH:11]=[CH:10][C:5]([C:6]([O:8][CH3:9])=[O:7])=[CH:4][C:3]=1[CH2:12][CH:13]=[CH2:14]. The catalyst is [C].[Pd].CO. The product is [OH:1][C:2]1[CH:11]=[CH:10][C:5]([C:6]([O:8][CH3:9])=[O:7])=[CH:4][C:3]=1[CH2:12][CH2:13][CH3:14]. The yield is 0.880. (7) The reactants are [CH:1]1([C:4]2[N:5]=[C:6]3[C:12]([C:13]([OH:15])=O)=[CH:11][N:10](COCC[Si](C)(C)C)[C:7]3=[N:8][CH:9]=2)[CH2:3][CH2:2]1.FC(F)(F)C(O)=O.Cl.[NH2:32][C@@H:33]([CH:38]([CH3:40])[CH3:39])[C:34]([CH3:37])([OH:36])[CH3:35].F[P-](F)(F)(F)(F)F.N1(O[P+](N(C)C)(N(C)C)N(C)C)C2C=CC=CC=2N=N1.CCN(CC)CC. The catalyst is C(Cl)Cl.CCOC(C)=O. The product is [OH:36][C:34]([CH3:37])([CH3:35])[C@@H:33]([NH:32][C:13]([C:12]1[C:6]2[C:7](=[N:8][CH:9]=[C:4]([CH:1]3[CH2:2][CH2:3]3)[N:5]=2)[NH:10][CH:11]=1)=[O:15])[CH:38]([CH3:40])[CH3:39]. The yield is 0.370.